Dataset: Forward reaction prediction with 1.9M reactions from USPTO patents (1976-2016). Task: Predict the product of the given reaction. (1) Given the reactants [CH2:1]([NH:3][C:4]1[S:8][C:7]([C:9]2[CH:10]=[N:11][CH:12]=[CH:13][CH:14]=2)=[N:6][CH:5]=1)[CH3:2].C(OCC)C.[Cl:20]NC(=O)CCC(N)=O, predict the reaction product. The product is: [ClH:20].[Cl:20][C:5]1[N:6]=[C:7]([C:9]2[CH:10]=[N:11][CH:12]=[CH:13][CH:14]=2)[S:8][C:4]=1[NH:3][CH2:1][CH3:2]. (2) Given the reactants [CH2:1]([O:8][C:9]([NH:11][C:12]1[C:13]([C:30](O)=[O:31])=[N:14][C:15]2[C:20]([CH:21]=1)=[CH:19][CH:18]=[C:17]([N:22]1[CH2:27][CH2:26][N:25]([CH3:28])[C:24](=[O:29])[CH2:23]1)[CH:16]=2)=[O:10])[C:2]1[CH:7]=[CH:6][CH:5]=[CH:4][CH:3]=1.[NH2:33][C:34]1[CH:35]=[N:36][CH:37]=[CH:38][C:39]=1[N:40]1[CH2:45][C@H:44]([CH3:46])[C@@H:43]([O:47][Si](C(C)(C)C)(C)C)[C@H:42]([NH:55]C(=O)OC(C)(C)C)[CH2:41]1.CN(C(ON1N=NC2C=CC=NC1=2)=[N+](C)C)C.F[P-](F)(F)(F)(F)F.CCN(C(C)C)C(C)C, predict the reaction product. The product is: [NH2:55][C@H:42]1[C@H:43]([OH:47])[C@@H:44]([CH3:46])[CH2:45][N:40]([C:39]2[CH:38]=[CH:37][N:36]=[CH:35][C:34]=2[NH:33][C:30]([C:13]2[C:12]([NH:11][C:9](=[O:10])[O:8][CH2:1][C:2]3[CH:7]=[CH:6][CH:5]=[CH:4][CH:3]=3)=[CH:21][C:20]3[C:19](=[CH:18][C:17]([N:22]4[CH2:27][CH2:26][N:25]([CH3:28])[C:24](=[O:29])[CH2:23]4)=[CH:16][CH:15]=3)[N:14]=2)=[O:31])[CH2:41]1. (3) Given the reactants C([Si](C)(C)[N:6]1[C:14]2[C:9](=[C:10]([Cl:16])[C:11]([OH:15])=[CH:12][CH:13]=2)[CH:8]=[CH:7]1)(C)(C)C.CCCC[N+](CCCC)(CCCC)CCCC.[F-], predict the reaction product. The product is: [Cl:16][C:10]1[C:11]([OH:15])=[CH:12][CH:13]=[C:14]2[C:9]=1[CH:8]=[CH:7][NH:6]2. (4) The product is: [CH3:19][C:20]1[CH:33]=[CH:32][C:23]([C:24]([C:26]2[CH:31]=[CH:30][CH:29]=[CH:28][CH:27]=2)=[C:7]([C:1]2[CH:6]=[CH:5][CH:4]=[CH:3][CH:2]=2)[C:8]2[CH:13]=[CH:12][CH:11]=[CH:10][CH:9]=2)=[CH:22][CH:21]=1. Given the reactants [C:1]1([CH2:7][C:8]2[CH:13]=[CH:12][CH:11]=[CH:10][CH:9]=2)[CH:6]=[CH:5][CH:4]=[CH:3][CH:2]=1.C([Li])CCC.[CH3:19][C:20]1[CH:33]=[CH:32][C:23]([C:24]([C:26]2[CH:31]=[CH:30][CH:29]=[CH:28][CH:27]=2)=O)=[CH:22][CH:21]=1, predict the reaction product. (5) Given the reactants [Cl:1][C:2]1[CH:7]=[CH:6][C:5]([NH:8][C:9](=[O:20])[NH:10][C:11]2[CH:12]=[C:13](B(O)O)[CH:14]=[CH:15][CH:16]=2)=[CH:4][CH:3]=1.[Br:21][C:22]1[CH:27]=[CH:26][CH:25]=[C:24](Br)[N:23]=1.C(=O)(O)[O-].[Na+], predict the reaction product. The product is: [Br:21][C:22]1[N:23]=[C:24]([C:13]2[CH:12]=[C:11]([NH:10][C:9]([NH:8][C:5]3[CH:6]=[CH:7][C:2]([Cl:1])=[CH:3][CH:4]=3)=[O:20])[CH:16]=[CH:15][CH:14]=2)[CH:25]=[CH:26][CH:27]=1. (6) The product is: [CH2:13]([N:5]1[CH:6]=[N:7][C:8]2[C:4]1=[N:3][CH:2]=[N:1][C:9]=2[NH2:10])[C:14]1[CH:19]=[CH:18][CH:17]=[CH:16][CH:15]=1. Given the reactants [N:1]1[C:9]([NH2:10])=[C:8]2[C:4]([N:5]=[CH:6][NH:7]2)=[N:3][CH:2]=1.[H-].[Na+].[CH2:13](Br)[C:14]1[CH:19]=[CH:18][CH:17]=[CH:16][CH:15]=1, predict the reaction product.